From a dataset of Full USPTO retrosynthesis dataset with 1.9M reactions from patents (1976-2016). Predict the reactants needed to synthesize the given product. (1) The reactants are: N[C:2]1[C:7]([F:8])=[C:6]([Cl:9])[CH:5]=[CH:4][C:3]=1[CH2:10][CH2:11][OH:12].[BrH:13].N([O-])=O.[Na+]. Given the product [Br:13][C:2]1[C:7]([F:8])=[C:6]([Cl:9])[CH:5]=[CH:4][C:3]=1[CH2:10][CH2:11][OH:12], predict the reactants needed to synthesize it. (2) Given the product [NH:15]1[C:23]2[C:18](=[CH:19][CH:20]=[CH:21][CH:22]=2)[C:17](/[CH:24]=[CH:25]/[C:26]2[CH:27]=[CH:28][C:29]([C:30]([N:32]3[CH2:37][CH2:36][N:35]([C:46]([N:12]4[CH:1]=[CH:6][N:42]=[CH:40]4)=[O:47])[CH2:34][CH2:33]3)=[O:31])=[CH:38][CH:39]=2)=[N:16]1, predict the reactants needed to synthesize it. The reactants are: [C:1]1([NH2:12])[C:6](F)=C(F)C(F)=C(N)C=1F.Cl.Cl.[NH:15]1[C:23]2[C:18](=[CH:19][CH:20]=[CH:21][CH:22]=2)[C:17](/[CH:24]=[CH:25]/[C:26]2[CH:39]=[CH:38][C:29]([C:30]([N:32]3[CH2:37][CH2:36][NH:35][CH2:34][CH2:33]3)=[O:31])=[CH:28][CH:27]=2)=[N:16]1.[CH2:40]([NH2:42])C.O.C1C[O:47][CH2:46]C1. (3) Given the product [Cl:11][C:12]1[C:17]([Cl:18])=[CH:16][CH:15]=[CH:14][C:13]=1[S:19]([NH:8][C:5]1[C:4]([O:9][CH3:10])=[N:3][C:2]([Cl:1])=[CH:7][N:6]=1)(=[O:21])=[O:20], predict the reactants needed to synthesize it. The reactants are: [Cl:1][C:2]1[N:3]=[C:4]([O:9][CH3:10])[C:5]([NH2:8])=[N:6][CH:7]=1.[Cl:11][C:12]1[C:17]([Cl:18])=[CH:16][CH:15]=[CH:14][C:13]=1[S:19](Cl)(=[O:21])=[O:20]. (4) Given the product [O:8]([C@H:9]1[CH2:13][N:12]2[C:14]3[N:15]=[C:16]([S:25][CH3:26])[N:17]=[CH:18][C:19]=3[C:20](=[O:21])[NH:28][CH2:27][C@@H:11]2[CH2:10]1)[Si:1]([C:4]([CH3:7])([CH3:6])[CH3:5])([CH3:3])[CH3:2], predict the reactants needed to synthesize it. The reactants are: [Si:1]([O:8][C@H:9]1[CH2:13][N:12]([C:14]2[C:19]([C:20](OCC)=[O:21])=[CH:18][N:17]=[C:16]([S:25][CH3:26])[N:15]=2)[C@H:11]([CH2:27][NH:28]S(C2C=CC=CC=2[N+]([O-])=O)(=O)=O)[CH2:10]1)([C:4]([CH3:7])([CH3:6])[CH3:5])([CH3:3])[CH3:2].SCC(O)=O.C1CCN2C(=NCCC2)CC1.